From a dataset of Forward reaction prediction with 1.9M reactions from USPTO patents (1976-2016). Predict the product of the given reaction. The product is: [Cl:1][C:2]1[CH:10]=[C:9]2[C:5]([C:6]([C:11]([N:13]3[CH2:18][CH2:17][CH:16]([N:19]4[C:23]5[CH:24]=[CH:25][CH:26]=[CH:27][C:22]=5[NH:21][C:20]4=[O:28])[CH2:15][CH2:14]3)=[O:12])=[CH:7][N:8]2[CH2:32][C:33]([N:35]([CH3:37])[CH3:36])=[O:34])=[CH:4][CH:3]=1. Given the reactants [Cl:1][C:2]1[CH:10]=[C:9]2[C:5]([C:6]([C:11]([N:13]3[CH2:18][CH2:17][CH:16]([N:19]4[C:23]5[CH:24]=[CH:25][CH:26]=[CH:27][C:22]=5[NH:21][C:20]4=[O:28])[CH2:15][CH2:14]3)=[O:12])=[CH:7][NH:8]2)=[CH:4][CH:3]=1.[H-].[Na+].Cl[CH2:32][C:33]([N:35]([CH3:37])[CH3:36])=[O:34], predict the reaction product.